Dataset: Catalyst prediction with 721,799 reactions and 888 catalyst types from USPTO. Task: Predict which catalyst facilitates the given reaction. (1) Reactant: COS(O[CH2:7][CH2:8][CH2:9][CH2:10][C:11]1[CH:21]=[CH:20][C:14]([C:15]([O:17][CH2:18][CH3:19])=[O:16])=[CH:13][CH:12]=1)(=O)=O.[NH:22]1[CH2:26][CH2:25][CH2:24][CH2:23]1. Product: [N:22]1([CH2:7][CH2:8][CH2:9][CH2:10][C:11]2[CH:21]=[CH:20][C:14]([C:15]([O:17][CH2:18][CH3:19])=[O:16])=[CH:13][CH:12]=2)[CH2:26][CH2:25][CH2:24][CH2:23]1. The catalyst class is: 32. (2) Reactant: [Li].[Cl:2][C:3]1[CH:33]=[CH:32][C:6]2[N:7]([CH3:31])[C:8](=[O:30])[CH2:9][N:10]3[C:13](=[O:14])[C@@H:12]([O:15][C:16]4[CH:21]=[C:20]([Cl:22])[CH:19]=[C:18]([Cl:23])[CH:17]=4)[C@:11]3([C:24]3[CH:29]=[CH:28][CH:27]=[CH:26][CH:25]=3)[C:5]=2[CH:4]=1.[OH2:34]. Product: [Cl:2][C:3]1[CH:33]=[CH:32][C:6]2[N:7]([CH3:31])[C:8](=[O:30])[CH2:9][NH:10][C@@:11]([C@H:12]([O:15][C:16]3[CH:21]=[C:20]([Cl:22])[CH:19]=[C:18]([Cl:23])[CH:17]=3)[C:13]([OH:14])=[O:34])([C:24]3[CH:29]=[CH:28][CH:27]=[CH:26][CH:25]=3)[C:5]=2[CH:4]=1. The catalyst class is: 36.